Dataset: Forward reaction prediction with 1.9M reactions from USPTO patents (1976-2016). Task: Predict the product of the given reaction. (1) Given the reactants [NH2:1][CH2:2][CH2:3][N:4]1[C:12]2[C:7](=[CH:8][CH:9]=[C:10]([C:13]([N:15]([CH:29]([CH3:31])[CH3:30])[C@@H:16]3[CH2:21][CH2:20][CH2:19][N:18]([C:22]([O:24][C:25]([CH3:28])([CH3:27])[CH3:26])=[O:23])[CH2:17]3)=[O:14])[CH:11]=2)[C:6]([CH3:33])([CH3:32])[C:5]1=[O:34].CCN=C=NCCCN(C)C.C1C=CC2N(O)N=NC=2C=1.[F:56][CH:57]([F:61])[C:58](O)=[O:59], predict the reaction product. The product is: [F:56][CH:57]([F:61])[C:58]([NH:1][CH2:2][CH2:3][N:4]1[C:12]2[C:7](=[CH:8][CH:9]=[C:10]([C:13]([N:15]([CH:29]([CH3:30])[CH3:31])[C@@H:16]3[CH2:21][CH2:20][CH2:19][N:18]([C:22]([O:24][C:25]([CH3:26])([CH3:27])[CH3:28])=[O:23])[CH2:17]3)=[O:14])[CH:11]=2)[C:6]([CH3:32])([CH3:33])[C:5]1=[O:34])=[O:59]. (2) The product is: [C:16]1([S:22]([NH:1][C:2]2[S:6][C:5]3[CH2:7][CH2:8][CH2:9][CH2:10][C:4]=3[C:3]=2[C:11]([O:13][CH2:14][CH3:15])=[O:12])(=[O:24])=[O:23])[CH:21]=[CH:20][CH:19]=[CH:18][CH:17]=1. Given the reactants [NH2:1][C:2]1[S:6][C:5]2[CH2:7][CH2:8][CH2:9][CH2:10][C:4]=2[C:3]=1[C:11]([O:13][CH2:14][CH3:15])=[O:12].[C:16]1([S:22](Cl)(=[O:24])=[O:23])[CH:21]=[CH:20][CH:19]=[CH:18][CH:17]=1, predict the reaction product. (3) The product is: [CH2:22]([N:21]([CH2:26][CH3:25])[CH2:27][CH2:28][CH2:29][NH:30][C:2]1[CH:7]=[CH:6][C:5]([C:8]([N:10]2[CH2:14][CH2:13][CH2:12][C@H:11]2[CH2:15][N:16]2[CH2:20][CH2:19][CH2:18][CH2:17]2)=[O:9])=[CH:4][CH:3]=1)[CH3:23]. Given the reactants F[C:2]1[CH:7]=[CH:6][C:5]([C:8]([N:10]2[CH2:14][CH2:13][CH2:12][CH:11]2[CH2:15][N:16]2[CH2:20][CH2:19][CH2:18][CH2:17]2)=[O:9])=[CH:4][CH:3]=1.[N:21]1([CH2:27][CH2:28][CH2:29][NH2:30])[CH2:26][CH2:25]C[CH2:23][CH2:22]1, predict the reaction product. (4) Given the reactants [C:1]([C@@H:3]1[CH2:7][CH2:6][CH2:5][N:4]1[C:8](=[O:26])[CH2:9][NH:10][C:11]([CH:13]1[CH2:18][CH2:17][N:16](C(OC(C)(C)C)=O)[CH2:15][CH2:14]1)=[O:12])#[N:2].O.CC1C=CC(S(O)(=O)=O)=CC=1, predict the reaction product. The product is: [C:1]([C@@H:3]1[CH2:7][CH2:6][CH2:5][N:4]1[C:8](=[O:26])[CH2:9][NH:10][C:11]([CH:13]1[CH2:14][CH2:15][NH:16][CH2:17][CH2:18]1)=[O:12])#[N:2]. (5) Given the reactants [CH3:1][O:2][C:3]1[CH:8]=[CH:7][C:6]([OH:9])=[CH:5][C:4]=1[O:10][CH2:11][CH2:12][CH2:13][O:14][CH3:15].[CH2:16]([O:23][C:24](=[O:37])[C@@H:25](OS(C(F)(F)F)(=O)=O)[CH:26]([CH3:28])[CH3:27])[C:17]1[CH:22]=[CH:21][CH:20]=[CH:19][CH:18]=1.C([O-])([O-])=O.[K+].[K+], predict the reaction product. The product is: [CH2:16]([O:23][C:24](=[O:37])[C@H:25]([O:9][C:6]1[CH:7]=[CH:8][C:3]([O:2][CH3:1])=[C:4]([O:10][CH2:11][CH2:12][CH2:13][O:14][CH3:15])[CH:5]=1)[CH:26]([CH3:27])[CH3:28])[C:17]1[CH:22]=[CH:21][CH:20]=[CH:19][CH:18]=1.